The task is: Predict the reaction yield, written as a fraction of the theoretical maximum amount of product (1.0 means a 100% yield; for example, 0.34 means a 34% yield).. This data is from Reaction yield outcomes from USPTO patents with 853,638 reactions. (1) The catalyst is C(Cl)Cl. The yield is 0.900. The reactants are [CH3:1][C:2]1[CH:3]=[C:4]2[C:8](=[CH:9][CH:10]=1)[C:7](=[O:11])[CH2:6][C@H:5]2[C:12]1[CH:17]=[CH:16][CH:15]=[CH:14][CH:13]=1.C1C=C(Cl)C=C(C(OO)=[O:26])C=1.CC1C=CC(S(O)(=O)=O)=CC=1.O. The product is [CH3:1][C:2]1[CH:3]=[C:4]2[C:8](=[CH:9][CH:10]=1)[O:26][C:7](=[O:11])[CH2:6][C@H:5]2[C:12]1[CH:17]=[CH:16][CH:15]=[CH:14][CH:13]=1. (2) The reactants are [C:1]([C:5]1[CH:10]=[CH:9][C:8]([C:11]2[CH:16]=[CH:15][C:14]([C:17]([CH3:20])([CH3:19])[CH3:18])=[CH:13][CH:12]=2)=[CH:7][CH:6]=1)([CH3:4])([CH3:3])[CH3:2].[Br:21]Br. The catalyst is [Fe](Cl)(Cl)Cl.C(Cl)(Cl)(Cl)Cl. The product is [Br:21][C:16]1[CH:15]=[C:14]([C:17]([CH3:20])([CH3:19])[CH3:18])[CH:13]=[CH:12][C:11]=1[C:8]1[CH:9]=[CH:10][C:5]([C:1]([CH3:4])([CH3:3])[CH3:2])=[CH:6][CH:7]=1. The yield is 0.757. (3) The reactants are C(O[C:6]([C@@H:8]1[CH2:12][C@H:11]([O:13][C:14]2[C:23]3[C:18](=[CH:19][C:20]([O:24][CH3:25])=[CH:21][CH:22]=3)[N:17]=[C:16]([C:26]3[CH:31]=[CH:30][CH:29]=[CH:28][CH:27]=3)[CH:15]=2)[CH2:10][C@H:9]1[C:32](=[O:44])[NH:33][C@:34]1([C:39]([O:41][CH2:42][CH3:43])=[O:40])[CH2:36][C@H:35]1[CH:37]=[CH2:38])=[O:7])(C)(C)C.C([SiH]([CH2:50][CH3:51])CC)C.C(O)(C(F)(F)F)=O.C(OC(=O)[NH:65][C@H:66]([C:71](=[O:84])[NH:72][C@@H:73](C1CCCCC1)[C:74](=[O:77])[NH:75][CH3:76])[C:67]([CH3:70])([CH3:69])[CH3:68])(C)(C)C.CN(C(ON1N=N[C:96]2[CH:97]=[CH:98]C=N[C:95]1=2)=[N+](C)C)C.F[P-](F)(F)(F)(F)F.C(OC([C@@H]1C[C@@H](O)C[C@H]1C(=O)N[C@]1(C(OCC)=O)C[C@H]1C=C)=O)(C)(C)C. The catalyst is C(Cl)Cl. The product is [CH2:42]([O:41][C:39]([C@@:34]1([NH:33][C:32]([C@@H:9]2[CH2:10][C@@H:11]([O:13][C:14]3[C:23]4[C:18](=[CH:19][C:20]([O:24][CH3:25])=[CH:21][CH:22]=4)[N:17]=[C:16]([C:26]4[CH:27]=[CH:28][CH:29]=[CH:30][CH:31]=4)[CH:15]=3)[CH2:12][C@H:8]2[C:6](=[O:7])[NH:65][C@H:66]([C:71](=[O:84])[NH:72][C@@H:73]([CH:51]2[CH2:50][CH2:98][CH2:97][CH2:96][CH2:95]2)[C:74](=[O:77])[NH:75][CH3:76])[C:67]([CH3:69])([CH3:70])[CH3:68])=[O:44])[CH2:36][C@H:35]1[CH:37]=[CH2:38])=[O:40])[CH3:43]. The yield is 0.740. (4) The product is [F:1][C:2]1[CH:7]=[C:6]([CH3:8])[C:5]([C:35]2[C:46]([CH3:47])=[N:45][C:38]3[N:39]=[C:40]([NH:43][CH3:44])[N:41]=[CH:42][C:37]=3[CH:36]=2)=[CH:4][C:3]=1[NH:18][C:19]([NH:21][CH2:22][CH2:23][C:24]([O:27][CH3:28])([CH3:25])[CH3:26])=[O:20]. The yield is 0.210. The reactants are [F:1][C:2]1[CH:7]=[C:6]([CH3:8])[C:5](B2OC(C)(C)C(C)(C)O2)=[CH:4][C:3]=1[NH:18][C:19]([NH:21][CH2:22][CH2:23][C:24]([O:27][CH3:28])([CH3:26])[CH3:25])=[O:20].FC(F)(F)S(O[C:35]1[C:46]([CH3:47])=[N:45][C:38]2[N:39]=[C:40]([NH:43][CH3:44])[N:41]=[CH:42][C:37]=2[CH:36]=1)(=O)=O.C([O-])(O)=O.[Na+]. The catalyst is O1CCOCC1.O.C1C=CC([P]([Pd]([P](C2C=CC=CC=2)(C2C=CC=CC=2)C2C=CC=CC=2)([P](C2C=CC=CC=2)(C2C=CC=CC=2)C2C=CC=CC=2)[P](C2C=CC=CC=2)(C2C=CC=CC=2)C2C=CC=CC=2)(C2C=CC=CC=2)C2C=CC=CC=2)=CC=1. (5) The reactants are C([O:8][CH:9]1[CH2:15][CH2:14][CH2:13][N:12]([S:16]([C:19]2[CH:20]=[C:21]([CH:33]=[CH:34][C:35]=2[CH2:36][CH2:37][F:38])[C:22]([NH:24][C:25]2[CH:30]=[CH:29][C:28]([F:31])=[C:27]([Cl:32])[CH:26]=2)=[O:23])(=[O:18])=[O:17])[CH2:11][CH2:10]1)C1C=CC=CC=1. The catalyst is CO.[Pd]. The product is [Cl:32][C:27]1[CH:26]=[C:25]([NH:24][C:22](=[O:23])[C:21]2[CH:33]=[CH:34][C:35]([CH2:36][CH2:37][F:38])=[C:19]([S:16]([N:12]3[CH2:13][CH2:14][CH2:15][CH:9]([OH:8])[CH2:10][CH2:11]3)(=[O:18])=[O:17])[CH:20]=2)[CH:30]=[CH:29][C:28]=1[F:31]. The yield is 0.440.